From a dataset of Reaction yield outcomes from USPTO patents with 853,638 reactions. Predict the reaction yield, written as a fraction of the theoretical maximum amount of product (1.0 means a 100% yield; for example, 0.34 means a 34% yield). (1) The reactants are [C:1]1([C:11](=[O:13])[CH3:12])[C:10]2[C:5](=[CH:6][CH:7]=[CH:8][CH:9]=2)[CH:4]=[CH:3][CH:2]=1.[Br:14]Br. The catalyst is O1CCOCC1. The product is [Br:14][CH2:12][C:11]([C:1]1[C:10]2[C:5](=[CH:6][CH:7]=[CH:8][CH:9]=2)[CH:4]=[CH:3][CH:2]=1)=[O:13]. The yield is 0.930. (2) The reactants are [NH2:1][C@H:2]1[CH2:7][CH2:6][C@H:5]([CH2:8][NH:9][C:10]2[C:15]([N+:16]([O-:18])=[O:17])=[CH:14][N:13]=[C:12]([NH:19][CH2:20][C:21]3[CH:26]=[CH:25][CH:24]=[CH:23][C:22]=3[O:27][C:28]([F:31])([F:30])[F:29])[N:11]=2)[CH2:4][CH2:3]1.[O:32]1[C:34]([CH3:36])([CH3:35])[CH:33]1O. The catalyst is C(O)C. The product is [CH3:33][C:34]([OH:32])([CH3:36])[CH2:35][NH:1][C@H:2]1[CH2:3][CH2:4][C@H:5]([CH2:8][NH:9][C:10]2[C:15]([N+:16]([O-:18])=[O:17])=[CH:14][N:13]=[C:12]([NH:19][CH2:20][C:21]3[CH:26]=[CH:25][CH:24]=[CH:23][C:22]=3[O:27][C:28]([F:30])([F:31])[F:29])[N:11]=2)[CH2:6][CH2:7]1. The yield is 0.470. (3) The product is [Cl:33][CH:28]([O:29][C:30]([NH:12][CH2:11][C:4]1([CH2:7][C:8]([OH:10])=[O:9])[CH2:3][CH2:2][CH2:1][CH2:6][CH2:5]1)=[O:31])[CH:26]([CH3:27])[CH3:25]. The yield is 0.770. The reactants are [CH2:1]1[CH2:6][CH2:5][C:4]([CH2:11][NH2:12])([CH2:7][C:8]([OH:10])=[O:9])[CH2:3][CH2:2]1.C(N(CC)CC)C.C[Si](C)(C)Cl.[CH3:25][CH:26]([CH:28]([Cl:33])[O:29][C:30](Cl)=[O:31])[CH3:27]. The catalyst is ClCCl.